This data is from Catalyst prediction with 721,799 reactions and 888 catalyst types from USPTO. The task is: Predict which catalyst facilitates the given reaction. (1) Reactant: [Br:1][C:2]1[C:3]([F:9])=[C:4]([OH:8])[CH:5]=[CH:6][CH:7]=1.Br[CH2:11][CH:12]1[CH2:16][CH2:15][CH2:14][O:13]1.C([O-])([O-])=O.[K+].[K+].CN(C=O)C. Product: [Br:1][C:2]1[C:3]([F:9])=[C:4]([CH:5]=[CH:6][CH:7]=1)[O:8][CH2:11][CH:12]1[CH2:16][CH2:15][CH2:14][O:13]1. The catalyst class is: 13. (2) Reactant: C(OC([N:8]1[CH2:16][C:15]2[C:10](=[CH:11][CH:12]=[C:13]([C:17]([N:19]3[CH2:24][CH2:23][O:22][CH2:21][CH2:20]3)=[O:18])[CH:14]=2)[CH2:9]1)=O)(C)(C)C.[C:25]([OH:31])([C:27]([F:30])([F:29])[F:28])=[O:26]. Product: [F:28][C:27]([F:30])([F:29])[C:25]([OH:31])=[O:26].[N:19]1([C:17]([C:13]2[CH:14]=[C:15]3[C:10](=[CH:11][CH:12]=2)[CH2:9][NH:8][CH2:16]3)=[O:18])[CH2:24][CH2:23][O:22][CH2:21][CH2:20]1. The catalyst class is: 2. (3) Reactant: FC(F)(F)S(O[C:7]1[CH:12]=[CH:11][CH:10]=[C:9]([S:13]([C:16]2[CH:21]=[CH:20][C:19]([CH2:22][CH2:23][N:24]([CH2:35][C:36]3[CH:41]=[CH:40][CH:39]=[CH:38][CH:37]=3)[CH2:25][C@@H:26]([C:28]3[CH:33]=[CH:32][CH:31]=[C:30]([Cl:34])[CH:29]=3)[OH:27])=[CH:18][CH:17]=2)(=[O:15])=[O:14])[CH:8]=1)(=O)=O.[C:44]([C:47]1[CH:52]=[CH:51][CH:50]=[CH:49][C:48]=1B(O)O)([OH:46])=[O:45].C(=O)([O-])[O-].[Na+].[Na+].P([O-])([O-])([O-])=O. Product: [CH2:35]([N:24]([CH2:25][C@@H:26]([C:28]1[CH:33]=[CH:32][CH:31]=[C:30]([Cl:34])[CH:29]=1)[OH:27])[CH2:23][CH2:22][C:19]1[CH:18]=[CH:17][C:16]([S:13]([C:9]2[CH:8]=[C:7]([C:48]3[C:47]([C:44]([OH:46])=[O:45])=[CH:52][CH:51]=[CH:50][CH:49]=3)[CH:12]=[CH:11][CH:10]=2)(=[O:14])=[O:15])=[CH:21][CH:20]=1)[C:36]1[CH:37]=[CH:38][CH:39]=[CH:40][CH:41]=1. The catalyst class is: 104. (4) Reactant: [NH2:1][CH2:2][C:3]1[CH:4]=[C:5]([C:9]2[CH:18]=[C:17]3[C:12]([CH:13]=[C:14]([O:27][CH2:28][C:29]4[CH:34]=[CH:33][CH:32]=[CH:31][CH:30]=4)[C:15]([N:19]4[S:23](=[O:25])(=[O:24])[NH:22][C:21](=[O:26])[CH2:20]4)=[CH:16]3)=[CH:11][CH:10]=2)[CH:6]=[CH:7][CH:8]=1.C(N(CC)CC)C.Cl[C:43]([O:45][CH3:46])=[O:44]. Product: [CH3:46][O:45][C:43](=[O:44])[NH:1][CH2:2][C:3]1[CH:8]=[CH:7][CH:6]=[C:5]([C:9]2[CH:10]=[CH:11][C:12]3[C:17](=[CH:16][C:15]([N:19]4[CH2:20][C:21](=[O:26])[NH:22][S:23]4(=[O:25])=[O:24])=[C:14]([O:27][CH2:28][C:29]4[CH:30]=[CH:31][CH:32]=[CH:33][CH:34]=4)[CH:13]=3)[CH:18]=2)[CH:4]=1. The catalyst class is: 1. (5) Reactant: [C:1]([C:3]1[C:4]([CH3:24])=[N:5][C:6]2[N:7]([CH:17]=[C:18]([CH2:20][C:21](O)=[O:22])[N:19]=2)[C:8]=1[C:9]1[CH:14]=[CH:13][C:12]([Cl:15])=[CH:11][C:10]=1[Cl:16])#[N:2].[CH:25]1[CH:30]=[N:29][C:28]2N(O)N=N[C:27]=2C=1.C(Cl)CCl.N1CCCC1. Product: [Cl:16][C:10]1[CH:11]=[C:12]([Cl:15])[CH:13]=[CH:14][C:9]=1[C:8]1[N:7]2[CH:17]=[C:18]([CH2:20][C:21](=[O:22])[N:29]3[CH2:28][CH2:27][CH2:25][CH2:30]3)[N:19]=[C:6]2[N:5]=[C:4]([CH3:24])[C:3]=1[C:1]#[N:2]. The catalyst class is: 23. (6) Reactant: B(Br)(Br)Br.[F:5][C:6]1[C:11]([F:12])=[C:10]([O:13]C)[CH:9]=[CH:8][C:7]=1[CH2:15][C:16]([OH:18])=[O:17]. Product: [F:5][C:6]1[C:11]([F:12])=[C:10]([OH:13])[CH:9]=[CH:8][C:7]=1[CH2:15][C:16]([OH:18])=[O:17]. The catalyst class is: 2.